Dataset: Reaction yield outcomes from USPTO patents with 853,638 reactions. Task: Predict the reaction yield, written as a fraction of the theoretical maximum amount of product (1.0 means a 100% yield; for example, 0.34 means a 34% yield). (1) The reactants are [CH:1]1([NH:4][C:5](=[O:23])[C:6]2[CH:11]=[CH:10][C:9]([C:12]3[N:16]4[CH:17]=[C:18]([Br:22])[N:19]=[C:20](Br)[C:15]4=[N:14][CH:13]=3)=[CH:8][CH:7]=2)[CH2:3][CH2:2]1.[NH2:24][CH2:25][CH2:26][CH2:27][OH:28].C1(C)C=CC=CC=1. The catalyst is CN(C)C=O. The product is [Br:22][C:18]1[N:19]=[C:20]([NH:24][CH2:25][CH2:26][CH2:27][OH:28])[C:15]2[N:16]([C:12]([C:9]3[CH:10]=[CH:11][C:6]([C:5]([NH:4][CH:1]4[CH2:2][CH2:3]4)=[O:23])=[CH:7][CH:8]=3)=[CH:13][N:14]=2)[CH:17]=1. The yield is 0.920. (2) The reactants are [F:1][C:2]1[C:7]([F:8])=[CH:6][CH:5]=[CH:4][C:3]=1[C:9]1[N:41]=[C:12]2[CH:13]=[N:14][N:15]([CH:17]([C:22]3[O:26][N:25]=[C:24]([C:27]4[CH:32]=[CH:31][C:30]([O:33][CH2:34][CH2:35][CH3:36])=[CH:29][C:28]=4[C:37]([F:40])([F:39])[F:38])[CH:23]=3)[C:18]([O:20][CH3:21])=[O:19])[CH:16]=[C:11]2[N:10]=1.C([O-])([O-])=O.[K+].[K+].[CH3:48][C:49](O)=[O:50]. The catalyst is COCCOC.OCCCO.CCOC(C)=O. The product is [F:1][C:2]1[C:7]([F:8])=[CH:6][CH:5]=[CH:4][C:3]=1[C:9]1[N:41]=[C:12]2[CH:13]=[N:14][N:15]([CH:17]([C:22]3[O:26][N:25]=[C:24]([C:27]4[CH:32]=[CH:31][C:30]([O:33][CH2:34][CH2:35][CH3:36])=[CH:29][C:28]=4[C:37]([F:38])([F:40])[F:39])[CH:23]=3)[C:18]([O:20][CH2:21][CH2:48][CH2:49][OH:50])=[O:19])[CH:16]=[C:11]2[N:10]=1. The yield is 0.790.